Dataset: Full USPTO retrosynthesis dataset with 1.9M reactions from patents (1976-2016). Task: Predict the reactants needed to synthesize the given product. (1) Given the product [CH:33]1([CH2:32][O:1][C:2]2[CH:7]=[CH:6][CH:5]=[C:4]([O:8][CH3:9])[C:3]=2[CH:10]2[N:15]([CH2:16][C:17]3[CH:22]=[CH:21][C:20]([O:23][C:24]([F:27])([F:25])[F:26])=[CH:19][CH:18]=3)[C:14](=[O:28])[CH2:13][CH2:12][CH2:11]2)[CH2:31][CH2:30]1, predict the reactants needed to synthesize it. The reactants are: [OH:1][C:2]1[CH:7]=[CH:6][CH:5]=[C:4]([O:8][CH3:9])[C:3]=1[CH:10]1[N:15]([CH2:16][C:17]2[CH:22]=[CH:21][C:20]([O:23][C:24]([F:27])([F:26])[F:25])=[CH:19][CH:18]=2)[C:14](=[O:28])[CH2:13][CH2:12][CH2:11]1.Br[CH2:30][CH:31]1[CH2:33][CH2:32]1. (2) Given the product [ClH:27].[NH2:1][C:2]1[C:3]([C:23]([F:26])([F:25])[F:24])=[C:4]2[C:10]([CH:11]3[CH2:16][CH2:15][N:14]([C:17](=[O:21])[CH:18]([CH3:19])[CH3:20])[CH2:13][CH2:12]3)=[CH:9][N:8]([CH3:22])[C:5]2=[N:6][CH:7]=1, predict the reactants needed to synthesize it. The reactants are: [NH2:1][C:2]1[C:3]([C:23]([F:26])([F:25])[F:24])=[C:4]2[C:10]([CH:11]3[CH2:16][CH2:15][N:14]([C:17](=[O:21])[CH:18]([CH3:20])[CH3:19])[CH2:13][CH2:12]3)=[CH:9][N:8]([CH3:22])[C:5]2=[N:6][CH:7]=1.[ClH:27].CCOC(C)=O. (3) Given the product [Cl:1][C:2]1[C:3]([O:12][CH3:13])=[C:4]([NH2:9])[CH:5]=[C:6]([Cl:8])[CH:7]=1, predict the reactants needed to synthesize it. The reactants are: [Cl:1][C:2]1[CH:7]=[C:6]([Cl:8])[CH:5]=[C:4]([N+:9]([O-])=O)[C:3]=1[O:12][CH3:13]. (4) Given the product [CH3:29][O:28][C:26](=[O:27])[NH:1][C:2]1[CH:7]=[CH:6][C:5]([C:8]2[N:9]([CH2:23][CH3:24])[C:10]3[C:15]([C:16]=2[C:17]#[N:18])=[CH:14][CH:13]=[C:12]([O:19][CH:20]([F:22])[F:21])[CH:11]=3)=[CH:4][CH:3]=1, predict the reactants needed to synthesize it. The reactants are: [NH2:1][C:2]1[CH:7]=[CH:6][C:5]([C:8]2[N:9]([CH2:23][CH3:24])[C:10]3[C:15]([C:16]=2[C:17]#[N:18])=[CH:14][CH:13]=[C:12]([O:19][CH:20]([F:22])[F:21])[CH:11]=3)=[CH:4][CH:3]=1.Cl[C:26]([O:28][CH3:29])=[O:27].C(=O)([O-])[O-].[K+].[K+]. (5) Given the product [F:1][C:2]1[CH:7]=[CH:6][C:5]([C@@H:8]2[CH2:12][N:11]([S:13]([C:16]3[N:17]=[CH:18][N:19]([CH3:21])[CH:20]=3)(=[O:15])=[O:14])[CH2:10][C@H:9]2[C:22]([N:34]([O:35][CH3:36])[CH3:33])=[O:23])=[CH:4][CH:3]=1, predict the reactants needed to synthesize it. The reactants are: [F:1][C:2]1[CH:7]=[CH:6][C:5]([C@@H:8]2[CH2:12][N:11]([S:13]([C:16]3[N:17]=[CH:18][N:19]([CH3:21])[CH:20]=3)(=[O:15])=[O:14])[CH2:10][C@H:9]2[C:22](O)=[O:23])=[CH:4][CH:3]=1.C(N(CC)CC)C.Cl.[CH3:33][NH:34][O:35][CH3:36]. (6) Given the product [NH2:1][C:2]1[C:3]2[C:30]([CH3:37])([C:31]3[CH:36]=[CH:35][CH:34]=[CH:33][CH:32]=3)[C:29](=[O:38])[NH:28][C:4]=2[N:5]=[C:6]([N:8]2[C:21]3[C:20](=[CH:25][C:24]([Cl:26])=[CH:23][CH:22]=3)[C:10]([CH2:11][CH2:12][C:13]([F:19])([F:18])[C:14]([F:17])([F:16])[F:15])=[N:9]2)[N:7]=1, predict the reactants needed to synthesize it. The reactants are: [NH2:1][C:2]1[C:3]2[C:30]([CH3:37])([C:31]3[CH:36]=[CH:35][CH:34]=[CH:33][CH:32]=3)[C:29](=[O:38])[NH:28][C:4]=2[N:5]=[C:6]([NH:8]/[N:9]=[C:10](/[C:20]2[CH:25]=[C:24]([Cl:26])[CH:23]=[CH:22][C:21]=2Br)\[CH2:11][CH2:12][C:13]([F:19])([F:18])[C:14]([F:17])([F:16])[F:15])[N:7]=1.